Dataset: Catalyst prediction with 721,799 reactions and 888 catalyst types from USPTO. Task: Predict which catalyst facilitates the given reaction. (1) Reactant: [OH:1][C:2]1[CH:10]=[CH:9][C:8]([C:11]2[N:12]([C:27]([O:29][C:30]([CH3:33])([CH3:32])[CH3:31])=[O:28])[C:13]3[C:18]([CH:19]=2)=[CH:17][C:16]([CH2:20][N:21]2[CH2:26][CH2:25][CH2:24][CH2:23][CH2:22]2)=[CH:15][CH:14]=3)=[C:7]2[C:3]=1[CH2:4][NH:5][C:6]2=[O:34].C(N(CC)CC)C.[C:42]([C:46]1[CH:51]=[CH:50][C:49]([S:52](Cl)(=[O:54])=[O:53])=[CH:48][CH:47]=1)([CH3:45])([CH3:44])[CH3:43]. Product: [C:42]([C:46]1[CH:51]=[CH:50][C:49]([S:52]([O:1][C:2]2[CH:10]=[CH:9][C:8]([C:11]3[N:12]([C:27]([O:29][C:30]([CH3:31])([CH3:33])[CH3:32])=[O:28])[C:13]4[C:18]([CH:19]=3)=[CH:17][C:16]([CH2:20][N:21]3[CH2:26][CH2:25][CH2:24][CH2:23][CH2:22]3)=[CH:15][CH:14]=4)=[C:7]3[C:3]=2[CH2:4][NH:5][C:6]3=[O:34])(=[O:54])=[O:53])=[CH:48][CH:47]=1)([CH3:45])([CH3:43])[CH3:44]. The catalyst class is: 10. (2) Reactant: [CH3:1][O:2][C:3](=[O:63])[NH:4][C@@H:5]1[CH:13]2[C:14](=[O:62])[CH2:15][C@H:16]([C:18]3[NH:22][C:21]4[CH:23]=[C:24](C5C=NC(C6C=CC(C7NC([C@@H]8CC(F)(F)CN8C(=O)[C@@H](NC(OC)=O)C(C)C)=NC=7)=CC=6)=CC=5)[CH:25]=[CH:26][C:20]=4[N:19]=3)[CH2:17][N:11]3[C:12]2=[C:8]([CH:9]=[CH:10]3)[CH2:7][CH2:6]1.[Br:64][C:65]1[CH:66]=[C:67]2[C:72](=[CH:73][CH:74]=1)[N:71]=[C:70](Cl)[CH:69]=[N:68]2.C(=O)([O-])[O-].[Cs+].[Cs+].O1CCOCC1. Product: [Br:64][C:65]1[CH:66]=[C:67]2[C:72](=[CH:73][CH:74]=1)[N:71]=[C:70]([C:25]1[CH:24]=[CH:23][C:21]3[N:22]=[C:18]([C@@H:16]4[CH2:17][N:11]5[C:12]6[CH:13]([C@@H:5]([NH:4][C:3](=[O:63])[O:2][CH3:1])[CH2:6][CH2:7][C:8]=6[CH:9]=[CH:10]5)[C:14](=[O:62])[CH2:15]4)[NH:19][C:20]=3[CH:26]=1)[CH:69]=[N:68]2. The catalyst class is: 6. (3) Reactant: [C:1]1([CH2:7][CH2:8][CH2:9][CH:10]([NH:20][C:21]([C@H:23]2[CH2:28][CH2:27][C@@H:26]([NH:29]C(OC(C)(C)C)=O)[CH2:25][CH2:24]2)=[O:22])[CH2:11][CH2:12][CH2:13][C:14]2[CH:19]=[CH:18][CH:17]=[CH:16][CH:15]=2)[CH:6]=[CH:5][CH:4]=[CH:3][CH:2]=1.FC(F)(F)C(O)=O. Product: [C:14]1([CH2:13][CH2:12][CH2:11][CH:10]([NH:20][C:21]([C@H:23]2[CH2:24][CH2:25][C@@H:26]([NH2:29])[CH2:27][CH2:28]2)=[O:22])[CH2:9][CH2:8][CH2:7][C:1]2[CH:2]=[CH:3][CH:4]=[CH:5][CH:6]=2)[CH:19]=[CH:18][CH:17]=[CH:16][CH:15]=1. The catalyst class is: 2. (4) The catalyst class is: 3. Reactant: [N:1]1([CH2:8][C:9]#[C:10][C:11]2[C:12]([NH:19][CH2:20][CH2:21][CH:22]3[CH2:27][CH2:26][CH2:25][CH2:24][CH2:23]3)=[N:13][C:14]([C:17]#[N:18])=[N:15][CH:16]=2)[CH2:7][CH2:6][CH2:5][CH2:4][CH2:3][CH2:2]1.C1CCN2C(=NCCC2)CC1.O. Product: [N:1]1([CH2:8][C:9]2[N:19]([CH2:20][CH2:21][CH:22]3[CH2:27][CH2:26][CH2:25][CH2:24][CH2:23]3)[C:12]3[N:13]=[C:14]([C:17]#[N:18])[N:15]=[CH:16][C:11]=3[CH:10]=2)[CH2:7][CH2:6][CH2:5][CH2:4][CH2:3][CH2:2]1. (5) Reactant: Cl[C:2]1[N:3]=[C:4]([O:29][CH:30]2[CH2:34][CH2:33][CH2:32][CH2:31]2)[C:5]2[C:10]([C:11]3[CH:20]=[CH:19][C:14]4[N:15]=[C:16]([CH3:18])[O:17][C:13]=4[CH:12]=3)=[CH:9][N:8]([CH2:21][O:22][CH2:23][CH2:24][Si:25]([CH3:28])([CH3:27])[CH3:26])[C:6]=2[N:7]=1.[NH2:35][C:36]1[CH:41]=[CH:40][C:39]([C:42]([N@@:44]2[CH2:46][CH:45]2[CH2:47][OH:48])=[O:43])=[CH:38][C:37]=1[O:49][CH3:50].C(=O)([O-])[O-].[Cs+].[Cs+].C1(P(C2C=CC=CC=2)C2C=CC3C(=CC=CC=3)C=2C2C3C(=CC=CC=3)C=CC=2P(C2C=CC=CC=2)C2C=CC=CC=2)C=CC=CC=1. Product: [CH:30]1([O:29][C:4]2[C:5]3[C:10]([C:11]4[CH:20]=[CH:19][C:14]5[N:15]=[C:16]([CH3:18])[O:17][C:13]=5[CH:12]=4)=[CH:9][N:8]([CH2:21][O:22][CH2:23][CH2:24][Si:25]([CH3:28])([CH3:27])[CH3:26])[C:6]=3[N:7]=[C:2]([NH:35][C:36]3[CH:41]=[CH:40][C:39]([C:42]([N@@:44]4[CH2:46][CH:45]4[CH2:47][OH:48])=[O:43])=[CH:38][C:37]=3[O:49][CH3:50])[N:3]=2)[CH2:34][CH2:33][CH2:32][CH2:31]1. The catalyst class is: 160.